From a dataset of Peptide-MHC class II binding affinity with 134,281 pairs from IEDB. Regression. Given a peptide amino acid sequence and an MHC pseudo amino acid sequence, predict their binding affinity value. This is MHC class II binding data. (1) The peptide sequence is DGDLKRLRDLNQAVN. The MHC is DRB1_0401 with pseudo-sequence DRB1_0401. The binding affinity (normalized) is 0.600. (2) The peptide sequence is ASGGRLNPTEPLPIF. The MHC is DRB1_0701 with pseudo-sequence DRB1_0701. The binding affinity (normalized) is 0.725. (3) The peptide sequence is SSKAATAKAPGLVPK. The MHC is HLA-DQA10401-DQB10402 with pseudo-sequence HLA-DQA10401-DQB10402. The binding affinity (normalized) is 0.0650. (4) The peptide sequence is EELQIVDKIDAAFKI. The MHC is DRB1_1201 with pseudo-sequence DRB1_1201. The binding affinity (normalized) is 0.567.